This data is from hERG potassium channel inhibition data for cardiac toxicity prediction from Karim et al.. The task is: Regression/Classification. Given a drug SMILES string, predict its toxicity properties. Task type varies by dataset: regression for continuous values (e.g., LD50, hERG inhibition percentage) or binary classification for toxic/non-toxic outcomes (e.g., AMES mutagenicity, cardiotoxicity, hepatotoxicity). Dataset: herg_karim. (1) The compound is COC(=O)C1=C(C)NC(C)=C(C(=O)OC(C)C)[C@H]1c1cccc2nonc12. The result is 0 (non-blocker). (2) The drug is COC(=O)C1(CNC(=O)c2cc(Cl)cc(Cl)c2)CCN(Cc2cccc(OC)c2)CC1. The result is 1 (blocker). (3) The compound is COc1ccc2c(c1)C(=O)OC21CCC(C(=O)N(C)CCN2CCCCC2)CC1. The result is 0 (non-blocker). (4) The compound is N#Cc1ccc2c(=O)cc(C(=O)NC3CCN(Cc4ccc5c(c4)OCO5)CC3)oc2c1. The result is 1 (blocker). (5) The molecule is C[C@H]1CN(CC=C2CCCc3c2cnn3-c2ccc(Cl)c(Cl)c2)C[C@@H](C)O1. The result is 1 (blocker). (6) The compound is Cc1ncc(-c2ccnc(Nc3ccc(C(=O)N(C)C)c(F)c3)n2)n1C(C)C. The result is 1 (blocker). (7) The molecule is c1cncc(-c2ccc(-c3noc(C4CN5CCC4CC5)n3)o2)c1. The result is 1 (blocker). (8) The molecule is CN(C)c1ccc([C@]2(O)CC[C@H](N3CC(NC(=O)CNC(=O)c4cccc(C(F)(F)F)c4)C3)CC2)cn1. The result is 0 (non-blocker).